This data is from Full USPTO retrosynthesis dataset with 1.9M reactions from patents (1976-2016). The task is: Predict the reactants needed to synthesize the given product. (1) Given the product [Cl:1][C:2]1[C:7]([F:19])=[C:6]([C:8]2[NH:16][C:15]3[CH2:14][CH2:13][NH:12][C:11](=[O:17])[C:10]=3[CH:9]=2)[CH:5]=[CH:4][N:3]=1, predict the reactants needed to synthesize it. The reactants are: [Cl:1][C:2]1[CH:7]=[C:6]([C:8]2[NH:16][C:15]3[CH2:14][CH2:13][NH:12][C:11](=[O:17])[C:10]=3[CH:9]=2)[CH:5]=[C:4](Cl)[N:3]=1.[F-:19].[K+]. (2) Given the product [Cl:22][C:19]1[N:20]=[CH:3][CH:4]=[C:5]2[C:6]=1[CH:7]=[N:8][C:9]1[CH:10]=[C:11]([O:17][CH3:18])[C:12]([O:15][CH3:16])=[CH:13][C:14]2=1, predict the reactants needed to synthesize it. The reactants are: CN(C)/[CH:3]=[CH:4]/[C:5]1[C:14]2[C:9](=[CH:10][C:11]([O:17][CH3:18])=[C:12]([O:15][CH3:16])[CH:13]=2)[N:8]=[CH:7][C:6]=1[C:19]#[N:20].[ClH:22]. (3) Given the product [Cl:16][C:7]1[CH:6]=[C:5]([OH:4])[C:13]2[O:12][C:11]([CH3:15])([CH3:14])[CH2:10][C:9]=2[CH:8]=1, predict the reactants needed to synthesize it. The reactants are: C([O:4][C:5]1[C:13]2[O:12][C:11]([CH3:15])([CH3:14])[CH2:10][C:9]=2[CH:8]=[C:7]([Cl:16])[CH:6]=1)(=O)C.[OH-].[Na+]. (4) Given the product [CH3:26][O:18][C:17]([C:16]1[C:10]2[N:9]=[C:8]([C:5]3[CH:4]=[CH:3][C:2]([F:1])=[CH:7][CH:6]=3)[NH:12][C:11]=2[C:13]([OH:20])=[CH:14][CH:15]=1)=[O:19], predict the reactants needed to synthesize it. The reactants are: [F:1][C:2]1[CH:7]=[CH:6][C:5]([C:8]2[NH:12][C:11]3[C:13]([OH:20])=[CH:14][CH:15]=[C:16]([C:17]([OH:19])=[O:18])[C:10]=3[N:9]=2)=[CH:4][CH:3]=1.OS(O)(=O)=O.[CH3:26]O. (5) Given the product [Li:5][C:7]1[CH:12]=[CH:11][C:10]([CH3:13])=[CH:9][CH:8]=1.[CH3:2][C:1]1([CH3:4])[CH2:14][CH:15]=[C:16]([C:7]2[CH:12]=[CH:11][C:10]([CH3:13])=[CH:9][CH:8]=2)[C:17]2[CH:18]=[C:19]([CH:33]=[CH:34][C:35]3[CH:45]=[CH:44][C:38]([C:39]([O:41][CH2:42][CH3:43])=[O:40])=[CH:37][CH:36]=3)[CH:20]=[CH:21][C:3]1=2, predict the reactants needed to synthesize it. The reactants are: [C:1]([Li:5])([CH3:4])([CH3:3])[CH3:2].Br[C:7]1[CH:12]=[CH:11][C:10]([CH3:13])=[CH:9][CH:8]=1.[CH3:14][C:15]1(C)CC=C(OS(C(F)(F)F)(=O)=O)[C:21]2[CH:20]=[C:19]([C:33]#[C:34][C:35]3[CH:45]=[CH:44][C:38]([C:39]([O:41][CH2:42][CH3:43])=[O:40])=[CH:37][CH:36]=3)[CH:18]=[CH:17][C:16]1=2. (6) The reactants are: Cl[C:2]1[C:3]2[CH:10]=[CH:9][NH:8][C:4]=2[N:5]=[CH:6][N:7]=1.[OH-:11].[K+].O.[CH3:14]O. Given the product [CH3:14][O:11][C:2]1[C:3]2[CH:10]=[CH:9][NH:8][C:4]=2[N:5]=[CH:6][N:7]=1, predict the reactants needed to synthesize it. (7) Given the product [CH2:13]([O:15][C:16]1[CH:17]=[C:18]([C:23]2[NH:12][C:11]3[N:10]([N:9]=[CH:8][C:7]=3[C:6]3[N:2]([CH3:1])[N:3]=[CH:4][CH:5]=3)[C:25](=[O:26])[CH:24]=2)[CH:19]=[CH:20][C:21]=1[F:22])[CH3:14], predict the reactants needed to synthesize it. The reactants are: [CH3:1][N:2]1[C:6]([C:7]2[CH:8]=[N:9][NH:10][C:11]=2[NH2:12])=[CH:5][CH:4]=[N:3]1.[CH2:13]([O:15][C:16]1[CH:17]=[C:18]([C:23](=O)[CH2:24][C:25](OCC)=[O:26])[CH:19]=[CH:20][C:21]=1[F:22])[CH3:14].CC1C=CC(S(O)(=O)=O)=CC=1.